Dataset: Full USPTO retrosynthesis dataset with 1.9M reactions from patents (1976-2016). Task: Predict the reactants needed to synthesize the given product. (1) Given the product [O:19]1[CH2:20][CH2:21][CH2:22][CH2:23][CH:24]1[O:1][CH:2]1[CH2:3][CH2:4][CH:5]([NH:8][C:9]([C:11]2[CH:15]=[CH:14][N:13]([CH:38]3[CH2:39][CH2:40][CH2:41][CH2:42][O:37]3)[N:12]=2)=[O:10])[CH2:6][CH2:7]1, predict the reactants needed to synthesize it. The reactants are: [OH:1][CH:2]1[CH2:7][CH2:6][CH:5]([NH:8][C:9]([C:11]2[C:15]([N+]([O-])=O)=[CH:14][NH:13][N:12]=2)=[O:10])[CH2:4][CH2:3]1.[O:19]1[CH:24]=[CH:23][CH2:22][CH2:21][CH2:20]1.O.C1(C)C=CC(S(O)(=O)=O)=CC=1.[O:37]1[CH:42]=[CH:41][CH:40]=[CH:39][CH2:38]1. (2) The reactants are: I[C:2]1[C:10]2[C:5](=[N:6][CH:7]=[C:8]([C:11]3[CH:16]=[C:15]([O:17][CH3:18])[C:14]([O:19][CH3:20])=[C:13]([O:21][CH3:22])[CH:12]=3)[N:9]=2)[N:4]([Si](C(C)C)(C(C)C)C(C)C)[CH:3]=1.CON(C)[C:36]([C:38]1([CH3:44])[CH2:43][CH2:42][O:41][CH2:40][CH2:39]1)=[O:37]. Given the product [CH3:44][C:38]1([C:36]([C:2]2[C:10]3[C:5](=[N:6][CH:7]=[C:8]([C:11]4[CH:12]=[C:13]([O:21][CH3:22])[C:14]([O:19][CH3:20])=[C:15]([O:17][CH3:18])[CH:16]=4)[N:9]=3)[NH:4][CH:3]=2)=[O:37])[CH2:43][CH2:42][O:41][CH2:40][CH2:39]1, predict the reactants needed to synthesize it. (3) Given the product [CH3:28][O:27][CH:24]1[CH2:23][CH2:22][C:21]([NH:20][S:9]([C:6]2[CH:7]=[CH:8][C:3]([O:2][CH3:1])=[CH:4][CH:5]=2)(=[O:11])=[O:10])([C:29]([O:31][CH3:32])=[O:30])[CH2:26][CH2:25]1, predict the reactants needed to synthesize it. The reactants are: [CH3:1][O:2][C:3]1[CH:8]=[CH:7][C:6]([S:9](Cl)(=[O:11])=[O:10])=[CH:5][CH:4]=1.C(N(CC)CC)C.[NH2:20][C:21]1([C:29]([O:31][CH3:32])=[O:30])[CH2:26][CH2:25][CH:24]([O:27][CH3:28])[CH2:23][CH2:22]1.C(=O)(O)[O-].[Na+]. (4) Given the product [CH2:46]1[C:44]2([CH2:47][N:40]([C:8]3[CH:7]=[C:6]([CH2:5][C:4]([NH2:63])=[O:24])[C:15]4[C:10]([CH:9]=3)=[CH:11][CH:12]=[CH:13][CH:14]=4)[CH2:41][CH2:42][NH:43]2)[CH2:45]1, predict the reactants needed to synthesize it. The reactants are: C(O[C:4](=[O:24])[CH2:5][C:6]1[C:15]2[C:10](=[CH:11][CH:12]=[CH:13][CH:14]=2)[CH:9]=[C:8](OS(C(F)(F)F)(=O)=O)[CH:7]=1)C.C(OC(=O)CC1C2C(=CC=CC=2)C=C([N:40]2[CH2:47][C:44]3([CH2:46][CH2:45]3)[N:43](CC3C=CC=CC=3)[CH2:42][CH2:41]2)C=1)C.C([N:63]1CCNCC21CC2)C1C=CC=CC=1.[O-]P([O-])([O-])=O.[K+].[K+].[K+].C1(C2C=CC=CC=2)C=CC=CC=1P(C(C)(C)C)C(C)(C)C. (5) The reactants are: [H-].[H-].[H-].[H-].[Li+].[Al+3].[CH2:7]([O:9][C:10]1[CH:15]=[CH:14][CH:13]=[C:12]([CH2:16][CH2:17][N+:18]([O-])=O)[CH:11]=1)[CH3:8]. Given the product [CH2:7]([O:9][C:10]1[CH:11]=[C:12]([CH2:16][CH2:17][NH2:18])[CH:13]=[CH:14][CH:15]=1)[CH3:8], predict the reactants needed to synthesize it. (6) Given the product [CH:1]1([CH2:4][N:5]2[C:9]3[CH:10]=[CH:11][C:12]([C:14]([N:16]4[CH2:20][CH2:19][CH2:18][CH2:17]4)=[S:32])=[CH:13][C:8]=3[N:7]=[C:6]2[CH2:21][C:22]2[CH:27]=[CH:26][C:25]([O:28][CH2:29][CH3:30])=[CH:24][CH:23]=2)[CH2:3][CH2:2]1, predict the reactants needed to synthesize it. The reactants are: [CH:1]1([CH2:4][N:5]2[C:9]3[CH:10]=[CH:11][C:12]([C:14]([N:16]4[CH2:20][CH2:19][CH2:18][CH2:17]4)=O)=[CH:13][C:8]=3[N:7]=[C:6]2[CH2:21][C:22]2[CH:27]=[CH:26][C:25]([O:28][CH2:29][CH3:30])=[CH:24][CH:23]=2)[CH2:3][CH2:2]1.P12(SP3(SP(SP(S3)(S1)=S)(=S)S2)=S)=[S:32]. (7) Given the product [Br:11][C:9]1[CH:8]=[N:7][C:6]2=[C:2]([NH:12][CH2:13][CH:14]([OH:17])[CH2:15][OH:16])[S:3][N:4]=[C:5]2[CH:10]=1, predict the reactants needed to synthesize it. The reactants are: Br[C:2]1[S:3][N:4]=[C:5]2[CH:10]=[C:9]([Br:11])[CH:8]=[N:7][C:6]=12.[NH2:12][CH2:13][CH:14]([OH:17])[CH2:15][OH:16].